This data is from Full USPTO retrosynthesis dataset with 1.9M reactions from patents (1976-2016). The task is: Predict the reactants needed to synthesize the given product. Given the product [NH2:25][C:21]1[C:20]([C:16]2[N:17]([CH2:18][CH3:19])[C:11]3[CH:10]=[C:9]([O:8][C:4]4[CH:3]=[C:2]([NH:1][C:39](=[O:40])[C:38]5[CH:42]=[CH:43][C:35]([O:34][CH3:33])=[CH:36][CH:37]=5)[CH:7]=[CH:6][CH:5]=4)[N:14]=[CH:13][C:12]=3[N:15]=2)=[N:24][O:23][N:22]=1, predict the reactants needed to synthesize it. The reactants are: [NH2:1][C:2]1[CH:3]=[C:4]([O:8][C:9]2[N:14]=[CH:13][C:12]3[N:15]=[C:16]([C:20]4[C:21]([NH2:25])=[N:22][O:23][N:24]=4)[N:17]([CH2:18][CH3:19])[C:11]=3[CH:10]=2)[CH:5]=[CH:6][CH:7]=1.C(N(CC)CC)C.[CH3:33][O:34][C:35]1[CH:43]=[CH:42][C:38]([C:39](Cl)=[O:40])=[CH:37][CH:36]=1.